The task is: Predict the reactants needed to synthesize the given product.. This data is from Full USPTO retrosynthesis dataset with 1.9M reactions from patents (1976-2016). Given the product [Br:1][C:2]1[CH:3]=[CH:4][C:5]([CH:8]=[CH:9][CH:10]([OH:12])[CH3:11])=[N:6][CH:7]=1, predict the reactants needed to synthesize it. The reactants are: [Br:1][C:2]1[CH:3]=[CH:4][C:5]([C:8]#[C:9][CH:10]([OH:12])[CH3:11])=[N:6][CH:7]=1.[H][H].